Task: Predict the reactants needed to synthesize the given product.. Dataset: Full USPTO retrosynthesis dataset with 1.9M reactions from patents (1976-2016) Given the product [C:1]([O:5][C:6](=[O:35])[NH:7][C:8](=[NH:34])[C:9]1[CH:14]=[CH:13][C:12]([CH2:15][NH:16][C:17]([C@H:19]2[N:23]3[C:24](=[O:33])[C:25]([NH:28][S:29]([C:32]4[CH:49]=[CH:50][CH:45]=[CH:46][CH:47]=4)(=[O:31])=[O:30])=[CH:26][N:27]=[C:22]3[CH2:21][CH2:20]2)=[O:18])=[CH:11][CH:10]=1)([CH3:4])([CH3:2])[CH3:3], predict the reactants needed to synthesize it. The reactants are: [C:1]([O:5][C:6](=[O:35])[NH:7][C:8](=[NH:34])[C:9]1[CH:14]=[CH:13][C:12]([CH2:15][NH:16][C:17]([C@H:19]2[N:23]3[C:24](=[O:33])[C:25]([NH:28][S:29]([CH3:32])(=[O:31])=[O:30])=[CH:26][N:27]=[C:22]3[CH2:21][CH2:20]2)=[O:18])=[CH:11][CH:10]=1)([CH3:4])([CH3:3])[CH3:2].C(OC(=O)NC([C:45]1[CH:50]=[CH:49]C(CNC([C@H]2N3C(=O)C(N)=CN=C3CC2)=O)=[CH:47][CH:46]=1)=N)(C)(C)C.C1(S(Cl)(=O)=O)C=CC=CC=1.